This data is from Reaction yield outcomes from USPTO patents with 853,638 reactions. The task is: Predict the reaction yield, written as a fraction of the theoretical maximum amount of product (1.0 means a 100% yield; for example, 0.34 means a 34% yield). The reactants are [H-].[Na+].[Br:3][C:4]1[C:13]2[C:8](=[CH:9][CH:10]=[CH:11][CH:12]=2)[C:7](=[O:14])[NH:6][CH:5]=1.[CH2:15](Br)[C:16]1[CH:21]=[CH:20][CH:19]=[CH:18][CH:17]=1. The catalyst is CN(C=O)C.O. The product is [CH2:15]([N:6]1[CH:5]=[C:4]([Br:3])[C:13]2[C:8](=[CH:9][CH:10]=[CH:11][CH:12]=2)[C:7]1=[O:14])[C:16]1[CH:21]=[CH:20][CH:19]=[CH:18][CH:17]=1. The yield is 0.930.